Dataset: Reaction yield outcomes from USPTO patents with 853,638 reactions. Task: Predict the reaction yield, written as a fraction of the theoretical maximum amount of product (1.0 means a 100% yield; for example, 0.34 means a 34% yield). (1) The reactants are [CH2:1]([O:8][C:9](=[O:27])[NH:10][CH2:11][CH2:12][CH2:13][CH2:14][C:15]1[CH:20]=[CH:19][C:18]([O:21][CH2:22][CH2:23][CH2:24][C:25]#[N:26])=[CH:17][CH:16]=1)[C:2]1[CH:7]=[CH:6][CH:5]=[CH:4][CH:3]=1.[N-:28]=[N+:29]=[N-:30].[Na+].[Cl-].[NH4+]. The catalyst is CN(C=O)C. The product is [CH2:1]([O:8][C:9](=[O:27])[NH:10][CH2:11][CH2:12][CH2:13][CH2:14][C:15]1[CH:20]=[CH:19][C:18]([O:21][CH2:22][CH2:23][CH2:24][C:25]2[NH:30][N:29]=[N:28][N:26]=2)=[CH:17][CH:16]=1)[C:2]1[CH:7]=[CH:6][CH:5]=[CH:4][CH:3]=1. The yield is 0.760. (2) The reactants are CC1(C)C(C)(C)OB([C:9]2[CH:10]=[C:11]3[C:16](=[C:17]([O:19][CH2:20][O:21][CH2:22][CH2:23][Si:24]([CH3:27])([CH3:26])[CH3:25])[CH:18]=2)[N:15]=[CH:14][N:13]([CH2:28][O:29][CH2:30][CH2:31][Si:32]([CH3:35])([CH3:34])[CH3:33])[C:12]3=[O:36])O1.Br[C:39]1[CH:44]=[CH:43][C:42]([S:45]([F:50])([F:49])([F:48])([F:47])[F:46])=[CH:41][CH:40]=1.C(=O)([O-])[O-].[K+].[K+]. The catalyst is O1CCOCC1.O.C1(P([C-]2C=CC=C2)C2C=CC=CC=2)C=CC=CC=1.[C-]1(P(C2C=CC=CC=2)C2C=CC=CC=2)C=CC=C1.[Fe+2].[Pd](Cl)Cl. The product is [F:46][S:45]([F:50])([F:49])([F:48])([F:47])[C:42]1[CH:43]=[CH:44][C:39]([C:9]2[CH:10]=[C:11]3[C:16](=[C:17]([O:19][CH2:20][O:21][CH2:22][CH2:23][Si:24]([CH3:27])([CH3:25])[CH3:26])[CH:18]=2)[N:15]=[CH:14][N:13]([CH2:28][O:29][CH2:30][CH2:31][Si:32]([CH3:35])([CH3:34])[CH3:33])[C:12]3=[O:36])=[CH:40][CH:41]=1. The yield is 0.880. (3) The reactants are [C:1]([O:4][C:5]1[C:10]([O:11][CH3:12])=[CH:9][C:8]([CH:13]=O)=[CH:7][C:6]=1[Br:15])(=[O:3])[CH3:2].[C:16](#[N:20])[CH2:17][C:18]#[N:19].[OH:21][C:22]1[CH:30]=[CH:29][CH:28]=[C:27]2[C:23]=1[CH:24]=[CH:25][N:26]2[CH3:31]. The catalyst is C(O)C. The product is [NH2:19][C:18]1[O:21][C:22]2[C:30]([CH:13]([C:8]3[CH:9]=[C:10]([O:11][CH3:12])[C:5]([O:4][C:1](=[O:3])[CH3:2])=[C:6]([Br:15])[CH:7]=3)[C:17]=1[C:16]#[N:20])=[CH:29][CH:28]=[C:27]1[N:26]([CH3:31])[CH:25]=[CH:24][C:23]=21. The yield is 0.0530. (4) The reactants are [OH:1][C:2]1[CH:7]=[CH:6][C:5]([C:8]([F:11])([F:10])[F:9])=[CH:4][C:3]=1[C:12](=[O:14])[CH3:13].CO[CH:17](OC)[N:18]([CH3:20])[CH3:19]. No catalyst specified. The product is [CH3:17][N:18]([CH3:20])/[CH:19]=[CH:13]/[C:12]([C:3]1[CH:4]=[C:5]([C:8]([F:9])([F:10])[F:11])[CH:6]=[CH:7][C:2]=1[OH:1])=[O:14]. The yield is 0.730. (5) The catalyst is CCOC(C)=O.O. The reactants are [NH2:1][C:2]1[C:3]2[N:4]([CH:22]=[C:23]([Cl:25])[N:24]=2)[CH2:5][C@:6]([C:9]2[CH:10]=[C:11]([NH:16]C(=O)OCC)[CH:12]=[CH:13][C:14]=2[F:15])([CH3:8])[N:7]=1.S(=O)(=O)(O)O.C(O)(=O)C.C([O-])([O-])=O.[Na+].[Na+]. The yield is 0.790. The product is [NH2:16][C:11]1[CH:12]=[CH:13][C:14]([F:15])=[C:9]([C@:6]2([CH3:8])[CH2:5][N:4]3[CH:22]=[C:23]([Cl:25])[N:24]=[C:3]3[C:2]([NH2:1])=[N:7]2)[CH:10]=1.